This data is from Forward reaction prediction with 1.9M reactions from USPTO patents (1976-2016). The task is: Predict the product of the given reaction. (1) Given the reactants [CH3:1][NH:2][CH2:3][CH2:4][CH2:5][NH:6][CH3:7].[C:8](Cl)([C:21]1[CH:26]=[CH:25][CH:24]=[CH:23][CH:22]=1)([C:15]1[CH:20]=[CH:19][CH:18]=[CH:17][CH:16]=1)[C:9]1[CH:14]=[CH:13][CH:12]=[CH:11][CH:10]=1, predict the reaction product. The product is: [C:8]([N:2]([CH3:1])[CH2:3][CH2:4][CH2:5][NH:6][CH3:7])([C:21]1[CH:26]=[CH:25][CH:24]=[CH:23][CH:22]=1)([C:15]1[CH:20]=[CH:19][CH:18]=[CH:17][CH:16]=1)[C:9]1[CH:14]=[CH:13][CH:12]=[CH:11][CH:10]=1. (2) Given the reactants [CH3:1][O:2][C:3]1[CH:4]=[CH:5][CH:6]=[CH:7][C:8]=1[O:9][CH2:10][CH2:11][NH:12][CH2:13][CH:14]([OH:30])[CH2:15][O:16][C:17]1[CH:18]=[CH:19][CH:20]=[C:21]2[NH:29][C:28]3[CH:27]=[CH:26][CH:25]=[CH:24][C:23]=3[C:22]=12, predict the reaction product. The product is: [CH3:1][O:2][C:3]1[CH:4]=[CH:5][CH:6]=[CH:7][C:8]=1[O:9][CH2:10][CH2:11][NH2:12].[CH3:1][O:2][C:3]1[CH:4]=[CH:5][CH:6]=[CH:7][C:8]=1[O:9][CH2:10][CH2:11][NH:12][CH2:13][CH:14]([OH:30])[CH2:15][O:16][C:17]1[CH:18]=[CH:19][CH:20]=[C:21]2[NH:29][C:28]3[CH:27]=[CH:26][CH:25]=[CH:24][C:23]=3[C:22]=12.[O:30]1[CH2:13][CH:14]1[CH2:15][O:16][C:17]1[C:22]2[C:23]3[C:28](=[CH:27][CH:26]=[CH:25][CH:24]=3)[NH:29][C:21]=2[CH:20]=[CH:19][CH:18]=1. (3) The product is: [Br:23][C:20]1[CH:21]=[CH:22][C:17]([CH2:16][NH:15][C:41]([C:40]2[NH:39][C:38]([CH3:44])=[N:37][C:36]=2[Cl:35])=[O:42])=[C:18]([F:34])[C:19]=1[O:24][C:25]1[CH:26]=[C:27]([C:28]#[N:29])[CH:30]=[C:31]([Cl:33])[CH:32]=1. Given the reactants C(Cl)CCl.C1C=CC2N(O)N=NC=2C=1.[NH2:15][CH2:16][C:17]1[C:18]([F:34])=[C:19]([O:24][C:25]2[CH:26]=[C:27]([CH:30]=[C:31]([Cl:33])[CH:32]=2)[C:28]#[N:29])[C:20]([Br:23])=[CH:21][CH:22]=1.[Cl:35][C:36]1[N:37]=[C:38]([CH3:44])[NH:39][C:40]=1[C:41](O)=[O:42], predict the reaction product.